Dataset: Full USPTO retrosynthesis dataset with 1.9M reactions from patents (1976-2016). Task: Predict the reactants needed to synthesize the given product. (1) Given the product [CH3:32][C:33]1[S:37][C:36]([C:38]2[CH:43]=[CH:42][C:41]([O:44][CH2:46][CH:47]3[CH:52]([NH:53][C:54](=[O:60])[O:55][C:56]([CH3:59])([CH3:58])[CH3:57])[CH2:51][CH2:50][O:49][CH2:48]3)=[CH:40][CH:39]=2)=[N:35][CH:34]=1, predict the reactants needed to synthesize it. The reactants are: P(CCCC)(CCCC)CCCC.C1CCN(C(N=NC(N2CCCCC2)=O)=O)CC1.[CH3:32][C:33]1[S:37][C:36]([C:38]2[CH:43]=[CH:42][C:41]([OH:44])=[CH:40][CH:39]=2)=[N:35][CH:34]=1.O[CH2:46][CH:47]1[CH:52]([NH:53][C:54](=[O:60])[O:55][C:56]([CH3:59])([CH3:58])[CH3:57])[CH2:51][CH2:50][O:49][CH2:48]1.[OH-].[Na+]. (2) Given the product [F:21][C:22]1[CH:23]=[CH:24][C:25]([C:28]2[CH:33]=[CH:32][CH:31]=[CH:30][C:29]=2[NH:34][C:41](=[O:43])[CH3:42])=[CH:26][CH:27]=1, predict the reactants needed to synthesize it. The reactants are: IC1C=CC=CC=1N.FC1C=CC(B(O)O)=CC=1.[OH-].[Na+].[F:21][C:22]1[CH:27]=[CH:26][C:25]([C:28]2[CH:33]=[CH:32][CH:31]=[CH:30][C:29]=2[NH2:34])=[CH:24][CH:23]=1.N1C=CC=CC=1.[C:41](OC(=O)C)(=[O:43])[CH3:42]. (3) Given the product [NH2:1][C:2]1[C:3]([C:10]2[CH:15]=[CH:14][CH:13]=[CH:12][CH:11]=2)=[N:4][NH:5][C:6]=1[C:7]([O:9][CH2:28][CH3:29])=[O:8], predict the reactants needed to synthesize it. The reactants are: [NH2:1][C:2]1[CH:3]=[N:4][NH:5][C:6]=1[C:7]([O-:9])=[O:8].[C:10]1(B(O)O)[CH:15]=[CH:14][CH:13]=[CH:12][CH:11]=1.P([O-])([O-])([O-])=O.[K+].[K+].[K+].O1CCO[CH2:29][CH2:28]1. (4) Given the product [F:10][C:8]1[CH:7]=[CH:6][C:3]([C:4]#[N:5])=[C:2]([NH:11][CH:12]2[CH2:17][CH2:16][CH:15]([OH:18])[CH2:14][CH2:13]2)[CH:9]=1, predict the reactants needed to synthesize it. The reactants are: F[C:2]1[CH:9]=[C:8]([F:10])[CH:7]=[CH:6][C:3]=1[C:4]#[N:5].[NH2:11][C@H:12]1[CH2:17][CH2:16][C@H:15]([OH:18])[CH2:14][CH2:13]1.C(N(CC)C(C)C)(C)C.[NH4+].[Cl-]. (5) Given the product [F:39][C:36]1[CH:37]=[C:38]2[C:33]([C:32]([C:40]3[CH:41]=[CH:42][C:43]4[O:47][C:46]([CH2:48][N:49]5[CH2:54][CH2:53][N:52]([CH3:55])[CH2:51][CH2:50]5)=[N:45][C:44]=4[CH:56]=3)=[CH:31][NH:30]2)=[CH:34][CH:35]=1, predict the reactants needed to synthesize it. The reactants are: FC1C=C2C(C(I)=CN2S(C2C=CC=CC=2)(=O)=O)=CC=1.C1(S([N:30]2[C:38]3[C:33](=[CH:34][CH:35]=[C:36]([F:39])[CH:37]=3)[C:32]([C:40]3[CH:41]=[CH:42][C:43]4[O:47][C:46]([CH2:48][N:49]5[CH2:54][CH2:53][N:52]([CH3:55])[CH2:51][CH2:50]5)=[N:45][C:44]=4[CH:56]=3)=[CH:31]2)(=O)=O)C=CC=CC=1. (6) Given the product [NH2:37][C:38]1[N:18]2[C:17](=[O:32])[N:16]([CH2:33][CH:34]3[CH2:35][CH2:36]3)[C:15]3[C:20](=[C:21]([C:22]4[N:26]([CH3:27])[CH:25]=[C:24]([C:28]#[N:29])[CH:23]=4)[N:13]([CH2:12][C:5]4[C:4]5[C:9](=[CH:10][CH:11]=[C:2]([Cl:1])[CH:3]=5)[N:8]=[CH:7][CH:6]=4)[N:14]=3)[C:19]2=[N:30][N:31]=1, predict the reactants needed to synthesize it. The reactants are: [Cl:1][C:2]1[CH:3]=[C:4]2[C:9](=[CH:10][CH:11]=1)[N:8]=[CH:7][CH:6]=[C:5]2[CH2:12][N:13]1[C:21]([C:22]2[N:26]([CH3:27])[CH:25]=[C:24]([C:28]#[N:29])[CH:23]=2)=[C:20]2[C:15]([N:16]([CH2:33][CH:34]3[CH2:36][CH2:35]3)[C:17](=[O:32])[N:18]=[C:19]2[NH:30][NH2:31])=[N:14]1.[N:37]#[C:38]Br.